The task is: Predict the reactants needed to synthesize the given product.. This data is from Full USPTO retrosynthesis dataset with 1.9M reactions from patents (1976-2016). (1) Given the product [O:1]=[C:2]1[CH2:7][CH2:6][S:5][CH2:4][C:3]1=[CH:8][C:9]1[CH:14]=[CH:13][C:12]([CH:15]([CH3:23])[C:16]([OH:18])=[O:17])=[CH:11][CH:10]=1, predict the reactants needed to synthesize it. The reactants are: [O:1]=[C:2]1[CH2:7][CH2:6][S:5][CH2:4][C:3]1=[CH:8][C:9]1[CH:14]=[CH:13][C:12]([CH:15]([CH3:23])[C:16]([O:18]C(C)(C)C)=[O:17])=[CH:11][CH:10]=1.FC(F)(F)C(O)=O. (2) Given the product [CH2:12]([C:8]1([CH2:19][C:20]2[CH:25]=[CH:24][CH:23]=[CH:22][CH:21]=2)[CH:7]([C:42]#[CH:44])[O:6][C:5]2=[C:4]([Si:28]([CH3:29])([CH3:30])[CH3:31])[S:3][C:2]([Si:28]([CH3:31])([CH3:30])[CH3:29])=[C:11]2[O:10][CH2:9]1)[C:13]1[CH:18]=[CH:17][CH:16]=[CH:15][CH:14]=1, predict the reactants needed to synthesize it. The reactants are: Br[C:2]1[S:3][C:4](Br)=[C:5]2[C:11]=1[O:10][CH2:9][C:8]([CH2:19][C:20]1[CH:25]=[CH:24][CH:23]=[CH:22][CH:21]=1)([CH2:12][C:13]1[CH:18]=[CH:17][CH:16]=[CH:15][CH:14]=1)[CH2:7][O:6]2.C[Si:28]([C:31]#C)([CH3:30])[CH3:29].C(Cl)(Cl)Cl.O.C(N[CH:42]([CH3:44])C)(C)C. (3) The reactants are: C1([N:7]2[C:12](=[O:13])[C:11]3[S:14][CH:15]=[C:16]([C:17]4[CH:22]=[CH:21][CH:20]=[CH:19][CH:18]=4)[C:10]=3[N:9]=[CH:8]2)C=CC=CC=1.N[C:24]1[C:28]([C:29]2[CH:34]=[CH:33][CH:32]=[CH:31][CH:30]=2)=CS[C:25]=1C(OC)=O.C(OCC)(OCC)OCC.NC1CC2C(C=1)=CC=CC=2. Given the product [CH2:28]1[C:29]2[C:30](=[CH:31][CH:32]=[CH:33][CH:34]=2)[CH2:25][CH:24]1[N:7]1[C:12](=[O:13])[C:11]2[S:14][CH:15]=[C:16]([C:17]3[CH:18]=[CH:19][CH:20]=[CH:21][CH:22]=3)[C:10]=2[N:9]=[CH:8]1, predict the reactants needed to synthesize it. (4) Given the product [ClH:9].[CH3:17][O:11][C:10]([C:4]1[C:3]([NH2:2])=[CH:8][CH:7]=[C:6]([Cl:9])[N:5]=1)=[O:12], predict the reactants needed to synthesize it. The reactants are: Cl.[NH2:2][C:3]1[C:4]([C:10]([OH:12])=[O:11])=[N:5][C:6]([Cl:9])=[CH:7][CH:8]=1.S(Cl)(Cl)=O.[CH3:17]O. (5) The reactants are: [C:1]([O:5][C:6](=[O:13])[NH:7][C:8]1[N:9]=[CH:10][S:11][CH:12]=1)([CH3:4])([CH3:3])[CH3:2].C[Si](C)(C)[N-][Si](C)(C)C.[Li+].[Cl:24][C:25]1[C:26]([F:36])=[CH:27][C:28]([F:35])=[C:29]([S:31](Cl)(=[O:33])=[O:32])[CH:30]=1.[Cl-].[NH4+]. Given the product [Cl:24][C:25]1[C:26]([F:36])=[CH:27][C:28]([F:35])=[C:29]([S:31]([N:7]([C:8]2[N:9]=[CH:10][S:11][CH:12]=2)[C:6](=[O:13])[O:5][C:1]([CH3:4])([CH3:2])[CH3:3])(=[O:33])=[O:32])[CH:30]=1, predict the reactants needed to synthesize it. (6) The reactants are: [NH2:1][CH2:2][CH2:3][CH2:4][NH:5][C:6](=[O:15])[O:7][CH2:8][C:9]1[CH:14]=[CH:13][CH:12]=[CH:11][CH:10]=1.[CH:16](OCC)=[O:17]. Given the product [CH:16]([NH:1][CH2:2][CH2:3][CH2:4][NH:5][C:6](=[O:15])[O:7][CH2:8][C:9]1[CH:14]=[CH:13][CH:12]=[CH:11][CH:10]=1)=[O:17], predict the reactants needed to synthesize it. (7) Given the product [Cl:12][C:13]1[CH:18]=[C:17]([O:9][C:3]2[C:4]([CH3:8])=[CH:5][CH:6]=[CH:7][C:2]=2[CH3:1])[CH:16]=[CH:15][N:14]=1, predict the reactants needed to synthesize it. The reactants are: [CH3:1][C:2]1[CH:7]=[CH:6][CH:5]=[C:4]([CH3:8])[C:3]=1[OH:9].[H-].[Na+].[Cl:12][C:13]1[CH:18]=[C:17]([N+]([O-])=O)[CH:16]=[CH:15][N:14]=1. (8) Given the product [CH3:20][C:5]1[C:4]2[C:8](=[CH:9][CH:10]=[CH:2][CH:3]=2)[NH:7][C:6]=1[C:11]([N:13]1[CH2:18][CH2:17][CH2:16][C@H:15]([CH3:19])[CH2:14]1)=[O:12], predict the reactants needed to synthesize it. The reactants are: Br[C:2]1[CH:3]=[C:4]2[C:8](=[CH:9][CH:10]=1)[NH:7][C:6]([C:11]([N:13]1[CH2:18][CH2:17][CH2:16][C@H:15]([CH3:19])[CH2:14]1)=[O:12])=[C:5]2[CH3:20].[OH-].[Na+].